Dataset: Full USPTO retrosynthesis dataset with 1.9M reactions from patents (1976-2016). Task: Predict the reactants needed to synthesize the given product. Given the product [C:15]([NH2:1])(=[O:22])[C:16]1[CH:21]=[CH:20][CH:19]=[CH:18][CH:17]=1, predict the reactants needed to synthesize it. The reactants are: [NH2:1]C1C=CN=CC=1.C(N(CC)CC)C.[C:15](Cl)(=[O:22])[C:16]1[CH:21]=[CH:20][CH:19]=[CH:18][CH:17]=1.